Dataset: Full USPTO retrosynthesis dataset with 1.9M reactions from patents (1976-2016). Task: Predict the reactants needed to synthesize the given product. (1) The reactants are: [NH:1]1[C:5]2[CH:6]=[CH:7][CH:8]=[CH:9][C:4]=2[N:3]=[C:2]1[C:10]([C:12]1[CH:17]=[CH:16][C:15]([O:18][C:19]2[C:24]([C:25]3[CH2:26][CH2:27][O:28][CH2:29][CH:30]=3)=[CH:23][CH:22]=[CH:21][N:20]=2)=[CH:14][CH:13]=1)=[O:11].I[CH3:32]. Given the product [O:28]1[CH2:27][CH:26]=[C:25]([C:24]2[C:19]([O:18][C:15]3[CH:14]=[CH:13][C:12]([C:10]([C:2]4[N:3]([CH3:32])[C:4]5[CH:9]=[CH:8][CH:7]=[CH:6][C:5]=5[N:1]=4)=[O:11])=[CH:17][CH:16]=3)=[N:20][CH:21]=[CH:22][CH:23]=2)[CH2:30][CH2:29]1, predict the reactants needed to synthesize it. (2) The reactants are: [OH:1][C:2]1[CH:3]=[C:4]([C:10]2[CH:15]=[CH:14][CH:13]=[C:12]([CH:16]=O)[CH:11]=2)[CH:5]=[C:6]([O:8][CH3:9])[CH:7]=1.[NH2:18][CH2:19][CH2:20][C@H:21]1[O:25][C:24](=[O:26])[N:23]([C:27]2[CH:37]=[CH:36][C:30]3[S:31][CH2:32][C:33](=[O:35])[NH:34][C:29]=3[CH:28]=2)[CH2:22]1. Given the product [OH:1][C:2]1[CH:3]=[C:4]([C:10]2[CH:15]=[CH:14][CH:13]=[C:12]([CH2:16][NH:18][CH2:19][CH2:20][C@H:21]3[O:25][C:24](=[O:26])[N:23]([C:27]4[CH:37]=[CH:36][C:30]5[S:31][CH2:32][C:33](=[O:35])[NH:34][C:29]=5[CH:28]=4)[CH2:22]3)[CH:11]=2)[CH:5]=[C:6]([O:8][CH3:9])[CH:7]=1, predict the reactants needed to synthesize it. (3) Given the product [F:22][C:21]([F:24])([F:23])[C:20]([OH:25])([CH3:26])[CH2:19][NH:18][C:14]([C:3]1[C:2]([NH2:1])=[CH:7][C:6]([C:8]([F:9])([F:10])[F:11])=[C:5]([O:12][CH3:13])[N:4]=1)=[O:16], predict the reactants needed to synthesize it. The reactants are: [NH2:1][C:2]1[C:3]([C:14]([OH:16])=O)=[N:4][C:5]([O:12][CH3:13])=[C:6]([C:8]([F:11])([F:10])[F:9])[CH:7]=1.Cl.[NH2:18][CH2:19][C:20]([CH3:26])([OH:25])[C:21]([F:24])([F:23])[F:22].CN(C(ON1N=NC2C=CC=NC1=2)=[N+](C)C)C.F[P-](F)(F)(F)(F)F.CCN(C(C)C)C(C)C.Cl. (4) The reactants are: [Br:1][C:2]1[C:3]([OH:12])=[C:4]([CH:7]=[C:8]([O:10][CH3:11])[CH:9]=1)[C:5]#[N:6].IC.N12CCCN=C1CCCC[CH2:16]2. Given the product [Br:1][C:2]1[C:3]([O:12][CH3:16])=[C:4]([CH:7]=[C:8]([O:10][CH3:11])[CH:9]=1)[C:5]#[N:6], predict the reactants needed to synthesize it. (5) Given the product [F:22][CH:2]([F:1])[O:3][C:4]1[C:9]2[O:10][C:11]3[CH:16]=[CH:15][C:14]([N+:17]([O-:19])=[O:18])=[CH:13][C:12]=3[C:8]=2[C:7]([C:20]([OH:24])=[O:21])=[CH:6][CH:5]=1, predict the reactants needed to synthesize it. The reactants are: [F:1][CH:2]([F:22])[O:3][C:4]1[C:9]2[O:10][C:11]3[CH:16]=[CH:15][C:14]([N+:17]([O-:19])=[O:18])=[CH:13][C:12]=3[C:8]=2[C:7]([CH:20]=[O:21])=[CH:6][CH:5]=1.[Mn]([O-])(=O)(=O)=[O:24].[K+]. (6) Given the product [C:30]([NH:7][C:23]([C@@H:22]1[CH2:26][C@@H:27]([OH:28])[CH2:29][NH:21]1)=[O:25])([O:32][C:33]([CH3:36])([CH3:35])[CH3:34])=[O:31], predict the reactants needed to synthesize it. The reactants are: C1([NH:7]C2CCCCC2)CCCCC1.C([N:21]1[CH2:29][C@H:27]([OH:28])[CH2:26][C@H:22]1[C:23]([OH:25])=O)(OC(C)(C)C)=O.[C:30](O[C:30]([O:32][C:33]([CH3:36])([CH3:35])[CH3:34])=[O:31])([O:32][C:33]([CH3:36])([CH3:35])[CH3:34])=[O:31].N1C=CC=CC=1.C(=O)(O)[O-].[NH4+]. (7) Given the product [F:12][C:13]([F:24])([F:23])[CH:14]1[CH2:19][CH2:18][N:17]([C:20]([O:11][C:6]2[C:5]3[C:9](=[CH:10][C:2]([F:1])=[CH:3][CH:4]=3)[N:8]([C:20]([N:17]3[CH2:16][CH2:15][CH:14]([C:13]([F:23])([F:12])[F:24])[CH2:19][CH2:18]3)=[O:21])[N:7]=2)=[O:21])[CH2:16][CH2:15]1, predict the reactants needed to synthesize it. The reactants are: [F:1][C:2]1[CH:10]=[C:9]2[C:5]([C:6]([OH:11])=[N:7][NH:8]2)=[CH:4][CH:3]=1.[F:12][C:13]([F:24])([F:23])[CH:14]1[CH2:19][CH2:18][N:17]([C:20](Cl)=[O:21])[CH2:16][CH2:15]1. (8) Given the product [CH2:20]([O:22][C:23](=[O:32])[CH:24]([NH:31][C:15](=[O:17])[CH2:14][CH2:13][NH:12][C:10](=[O:11])[CH2:9][CH2:8][CH2:7][C:1]1[CH:2]=[CH:3][CH:4]=[CH:5][CH:6]=1)[CH2:25][C:26]1[NH:27][CH:28]=[N:29][CH:30]=1)[CH3:21], predict the reactants needed to synthesize it. The reactants are: [C:1]1([CH2:7][CH2:8][CH2:9][C:10]([NH:12][CH2:13][CH2:14][C:15]([OH:17])=O)=[O:11])[CH:6]=[CH:5][CH:4]=[CH:3][CH:2]=1.Cl.Cl.[CH2:20]([O:22][C:23](=[O:32])[CH:24]([NH2:31])[CH2:25][C:26]1[NH:27][CH:28]=[N:29][CH:30]=1)[CH3:21].CCN(CC)CC.CN(C(ON1N=NC2C=CC=CC1=2)=[N+](C)C)C.F[P-](F)(F)(F)(F)F. (9) Given the product [Br:41][C:10]1[CH:11]=[CH:12][CH:13]=[C:15]2[C:14]=1[CH:19]=[CH:18][CH:17]=[C:16]2[C:38]([O:26][CH3:25])=[O:40], predict the reactants needed to synthesize it. The reactants are: C(OC(CN1[CH:13]=[CH:12][CH:11]=[C:10]1[C:14]1[CH:19]=[CH:18][CH:17]=[CH:16][CH:15]=1)=O)(C)(C)C.C1[C:25](=[O:26])N(Br)C(=O)C1.C1([C:38]([OH:40])=O)C2C(=CC=CC=2)C=CC=1.[Br:41]Br.C(Cl)(=O)C. (10) Given the product [NH2:27][C:24]1[CH:25]=[CH:26][C:21]([O:20][C:14]2[CH:13]=[C:12]([NH:11][C:9](=[O:10])[C:8]3[CH:30]=[CH:31][CH:32]=[C:6]([C:3]([C:1]#[N:2])([CH3:5])[CH3:4])[CH:7]=3)[CH:17]=[CH:16][C:15]=2[CH2:18][CH3:19])=[N:22][CH:23]=1, predict the reactants needed to synthesize it. The reactants are: [C:1]([C:3]([C:6]1[CH:7]=[C:8]([CH:30]=[CH:31][CH:32]=1)[C:9]([NH:11][C:12]1[CH:17]=[CH:16][C:15]([CH2:18][CH3:19])=[C:14]([O:20][C:21]2[CH:26]=[CH:25][C:24]([N+:27]([O-])=O)=[CH:23][N:22]=2)[CH:13]=1)=[O:10])([CH3:5])[CH3:4])#[N:2].